From a dataset of Forward reaction prediction with 1.9M reactions from USPTO patents (1976-2016). Predict the product of the given reaction. (1) The product is: [CH2:1]([C:3]1[C:4]([O:29][CH3:30])=[C:5]([C:10]([NH:13][S:14]([C:17]2[CH:22]=[CH:21][C:20]([F:23])=[CH:19][C:18]=2[CH2:24][CH2:25][CH2:26][CH2:27][O:28][S:32]([CH3:31])(=[O:34])=[O:33])(=[O:16])=[O:15])=[CH:11][CH:12]=1)[C:6]([O:8][CH3:9])=[O:7])[CH3:2]. Given the reactants [CH2:1]([C:3]1[C:4]([O:29][CH3:30])=[C:5]([C:10]([NH:13][S:14]([C:17]2[CH:22]=[CH:21][C:20]([F:23])=[CH:19][C:18]=2[CH2:24][CH2:25][CH2:26][CH2:27][OH:28])(=[O:16])=[O:15])=[CH:11][CH:12]=1)[C:6]([O:8][CH3:9])=[O:7])[CH3:2].[CH3:31][S:32](Cl)(=[O:34])=[O:33].N1C=CC=CC=1, predict the reaction product. (2) Given the reactants [O:1]1[CH:5]=[CH:4][CH:3]=[C:2]1[C:6]1[NH:7][C:8](=[O:20])[C:9]2[C:13]=1[C:12](=[O:14])[NH:11][C:10]=2[C:15]1[O:16][CH:17]=[CH:18][CH:19]=1.[CH2:21]([CH:23]([CH2:26][CH2:27][CH2:28][CH3:29])[CH2:24]Br)[CH3:22], predict the reaction product. The product is: [CH2:21]([CH:23]([CH2:26][CH2:27][CH2:28][CH3:29])[CH2:24][N:7]1[C:6]([C:2]2[O:1][CH:5]=[CH:4][CH:3]=2)=[C:13]2[C:9](=[C:10]([C:15]3[O:16][CH:17]=[CH:18][CH:19]=3)[N:11]([CH2:8][CH:9]([CH2:13][CH3:6])[CH2:10][CH2:15][CH2:19][CH3:18])[C:12]2=[O:14])[C:8]1=[O:20])[CH3:22]. (3) Given the reactants [CH3:1][C:2]1[CH:3]=[CH:4][CH:5]=[C:6]2[C:11]=1[C:10](=[O:12])[N:9]([C:13]1[CH:18]=[CH:17][CH:16]=[CH:15][C:14]=1[CH3:19])[C:8]([CH2:20][N:21]([CH3:37])[C:22]1[N:30]=[CH:29][N:28]=[C:27]3[C:23]=1[N:24]=[CH:25][N:26]3C1CCCCO1)=[CH:7]2.C([O-])(O)=O.[Na+], predict the reaction product. The product is: [CH3:1][C:2]1[CH:3]=[CH:4][CH:5]=[C:6]2[C:11]=1[C:10](=[O:12])[N:9]([C:13]1[CH:18]=[CH:17][CH:16]=[CH:15][C:14]=1[CH3:19])[C:8]([CH2:20][N:21]([CH3:37])[C:22]1[N:30]=[CH:29][N:28]=[C:27]3[C:23]=1[N:24]=[CH:25][NH:26]3)=[CH:7]2. (4) Given the reactants CS(O[CH2:6][C:7]1[N:11]([C:12]2[CH:17]=[CH:16][C:15]([C:18]([NH:20][CH2:21][CH3:22])=[O:19])=[CH:14][CH:13]=2)[N:10]=[N:9][C:8]=1[C:23]([NH:25][CH:26]1[CH2:28][CH2:27]1)=[O:24])(=O)=O.C(=O)([O-])[O-].[K+].[K+].[NH:35]1[CH2:40][CH2:39][O:38][CH2:37][CH2:36]1, predict the reaction product. The product is: [CH:26]1([NH:25][C:23]([C:8]2[N:9]=[N:10][N:11]([C:12]3[CH:17]=[CH:16][C:15]([C:18]([NH:20][CH2:21][CH3:22])=[O:19])=[CH:14][CH:13]=3)[C:7]=2[CH2:6][N:35]2[CH2:40][CH2:39][O:38][CH2:37][CH2:36]2)=[O:24])[CH2:27][CH2:28]1. (5) Given the reactants [CH3:1][O:2][C:3]1[CH:8]=[CH:7][C:6]([CH2:9][C:10]2[C:19]3[C:14](=[CH:15][CH:16]=[CH:17][CH:18]=3)[C:13](=[O:20])[N:12]([CH2:21][C@H:22]3[CH2:26][CH2:25][CH2:24][NH:23]3)[N:11]=2)=[CH:5][CH:4]=1.[N:27]1([CH2:34][CH2:35][CH2:36][O:37][C:38]2[CH:43]=[CH:42][C:41]([CH2:44][CH2:45][CH2:46][CH:47]=O)=[CH:40][CH:39]=2)[CH2:33][CH2:32][CH2:31][CH2:30][CH2:29][CH2:28]1.[C:49]([O:52][BH-](OC(=O)C)OC(=O)C)(=[O:51])C.[Na+].C([O:65][CH:66]([O:87]CC)CCCC1C=CC(OCCCN2CCCCCC2)=CC=1)C, predict the reaction product. The product is: [CH:49]([OH:52])=[O:51].[CH:66]([OH:87])=[O:65].[N:27]1([CH2:34][CH2:35][CH2:36][O:37][C:38]2[CH:43]=[CH:42][C:41]([CH2:44][CH2:45][CH2:46][CH2:47][N:23]3[CH2:24][CH2:25][CH2:26][C@@H:22]3[CH2:21][N:12]3[N:11]=[C:10]([CH2:9][C:6]4[CH:5]=[CH:4][C:3]([O:2][CH3:1])=[CH:8][CH:7]=4)[C:19]4[C:14](=[CH:15][CH:16]=[CH:17][CH:18]=4)[C:13]3=[O:20])=[CH:40][CH:39]=2)[CH2:33][CH2:32][CH2:31][CH2:30][CH2:29][CH2:28]1.